From a dataset of Reaction yield outcomes from USPTO patents with 853,638 reactions. Predict the reaction yield, written as a fraction of the theoretical maximum amount of product (1.0 means a 100% yield; for example, 0.34 means a 34% yield). (1) The reactants are [CH2:1]([NH2:4])[CH:2]=[CH2:3].C(O)(=O)C.C(O[BH-](OC(=O)C)OC(=O)C)(=O)C.[Na+].[NH:23]1[C:31]2[C:26](=[CH:27][CH:28]=[CH:29][C:30]=2[CH:32]=O)[CH:25]=[CH:24]1. The catalyst is ClCCCl.ClCCl. The product is [CH2:1]([NH:4][CH2:32][C:30]1[CH:29]=[CH:28][CH:27]=[C:26]2[C:31]=1[NH:23][CH:24]=[CH:25]2)[CH:2]=[CH2:3]. The yield is 0.820. (2) The yield is 0.990. The product is [CH2:4]([O:3][C:1]#[C:2][CH2:22][C:23]1[CH:28]=[CH:27][CH:26]=[CH:25][CH:24]=1)[CH3:5]. The catalyst is C1COCC1. The reactants are [CH2:1]([O:3][C:4]#[CH:5])[CH3:2].C([Li])CCC.CN(P(N(C)C)(N(C)C)=O)C.[CH2:22](Br)[C:23]1[CH:28]=[CH:27][CH:26]=[CH:25][CH:24]=1. (3) The reactants are [CH3:1][NH:2][N:3]=[CH:4][C:5](=[O:7])[CH3:6].[Br:8][C:9]1[CH:10]=[C:11]([C:16](=O)[CH:17]=[O:18])[CH:12]=[CH:13][C:14]=1[F:15].C(Cl)(Cl)Cl.CCCCCC.C(OCC)(=O)C. The catalyst is C(O)(=O)C. The product is [Br:8][C:9]1[CH:10]=[C:11]([C:16]2[N:2]([CH3:1])[N:3]=[C:4]([C:5](=[O:7])[CH3:6])[C:17]=2[OH:18])[CH:12]=[CH:13][C:14]=1[F:15]. The yield is 0.0500.